This data is from Full USPTO retrosynthesis dataset with 1.9M reactions from patents (1976-2016). The task is: Predict the reactants needed to synthesize the given product. Given the product [C:30]1([B:28]([C:23]2[CH:24]=[CH:25][CH:26]=[CH:27][C:22]=2[O:21][C:16]2[CH:17]=[CH:18][CH:19]=[CH:20][C:15]=2[B:13]([C:7]2[CH:12]=[CH:11][CH:10]=[CH:9][CH:8]=2)[O:14][CH2:4][CH2:3][N:2]([CH3:6])[CH3:1])[O:5][CH2:4][CH2:3][N:2]([CH3:6])[CH3:1])[CH:35]=[CH:34][CH:33]=[CH:32][CH:31]=1, predict the reactants needed to synthesize it. The reactants are: [CH3:1][N:2]([CH3:6])[CH2:3][CH2:4][OH:5].[C:7]1([B:13]([C:15]2[CH:20]=[CH:19][CH:18]=[CH:17][C:16]=2[O:21][C:22]2[CH:27]=[CH:26][CH:25]=[CH:24][C:23]=2[B:28]([C:30]2[CH:35]=[CH:34][CH:33]=[CH:32][CH:31]=2)O)[OH:14])[CH:12]=[CH:11][CH:10]=[CH:9][CH:8]=1.